From a dataset of NCI-60 drug combinations with 297,098 pairs across 59 cell lines. Regression. Given two drug SMILES strings and cell line genomic features, predict the synergy score measuring deviation from expected non-interaction effect. (1) Drug 1: CC1=C(C(=CC=C1)Cl)NC(=O)C2=CN=C(S2)NC3=CC(=NC(=N3)C)N4CCN(CC4)CCO. Drug 2: C(CN)CNCCSP(=O)(O)O. Cell line: 786-0. Synergy scores: CSS=7.72, Synergy_ZIP=-5.02, Synergy_Bliss=-4.26, Synergy_Loewe=-23.8, Synergy_HSA=-5.39. (2) Drug 1: CN(C)C1=NC(=NC(=N1)N(C)C)N(C)C. Drug 2: B(C(CC(C)C)NC(=O)C(CC1=CC=CC=C1)NC(=O)C2=NC=CN=C2)(O)O. Cell line: HCC-2998. Synergy scores: CSS=-6.72, Synergy_ZIP=2.46, Synergy_Bliss=-1.61, Synergy_Loewe=-4.60, Synergy_HSA=-6.40. (3) Drug 2: C1CN(CCN1C(=O)CCBr)C(=O)CCBr. Cell line: OVCAR3. Synergy scores: CSS=43.8, Synergy_ZIP=-1.36, Synergy_Bliss=-0.882, Synergy_Loewe=-22.9, Synergy_HSA=-1.23. Drug 1: C1=NC2=C(N1)C(=S)N=CN2. (4) Drug 1: C1=CC(=CC=C1CCC2=CNC3=C2C(=O)NC(=N3)N)C(=O)NC(CCC(=O)O)C(=O)O. Drug 2: C1C(C(OC1N2C=C(C(=O)NC2=O)F)CO)O. Cell line: OVCAR-4. Synergy scores: CSS=62.9, Synergy_ZIP=6.07, Synergy_Bliss=5.68, Synergy_Loewe=11.1, Synergy_HSA=12.8. (5) Drug 2: C1=NC2=C(N=C(N=C2N1C3C(C(C(O3)CO)O)O)F)N. Drug 1: C1CCC(CC1)NC(=O)N(CCCl)N=O. Cell line: 786-0. Synergy scores: CSS=15.3, Synergy_ZIP=-1.27, Synergy_Bliss=-2.44, Synergy_Loewe=-8.92, Synergy_HSA=-3.67.